From a dataset of Peptide-MHC class I binding affinity with 185,985 pairs from IEDB/IMGT. Regression. Given a peptide amino acid sequence and an MHC pseudo amino acid sequence, predict their binding affinity value. This is MHC class I binding data. (1) The peptide sequence is RLRDAVAQL. The MHC is HLA-B51:01 with pseudo-sequence HLA-B51:01. The binding affinity (normalized) is 0.0847. (2) The peptide sequence is IYQARFMKY. The MHC is HLA-A69:01 with pseudo-sequence HLA-A69:01. The binding affinity (normalized) is 0.0847. (3) The peptide sequence is GVFKNPCTSH. The MHC is HLA-A03:01 with pseudo-sequence HLA-A03:01. The binding affinity (normalized) is 0.192. (4) The peptide sequence is YLKKGRLSL. The MHC is HLA-B07:02 with pseudo-sequence HLA-B07:02. The binding affinity (normalized) is 0.555. (5) The peptide sequence is KTGECSKCY. The MHC is HLA-A01:01 with pseudo-sequence HLA-A01:01. The binding affinity (normalized) is 0.125. (6) The peptide sequence is FTPSDYFPSV. The MHC is HLA-A68:02 with pseudo-sequence HLA-A68:02. The binding affinity (normalized) is 0.659.